Dataset: Full USPTO retrosynthesis dataset with 1.9M reactions from patents (1976-2016). Task: Predict the reactants needed to synthesize the given product. (1) The reactants are: [F:1][C:2]1[CH:3]=[N:4][C:5]([O:17][C:18]2[CH:23]=[CH:22][CH:21]=[C:20]([S:24][CH3:25])[CH:19]=2)=[C:6]([CH:16]=1)[C:7]([NH:9][CH:10]1[CH2:15][CH2:14][NH:13][CH2:12][CH2:11]1)=[O:8].ON1C2C=CC=CC=2N=N1.CN1CCOCC1.[C:43]([CH:46]([NH2:50])[C:47](O)=[O:48])(=[O:45])[CH3:44].Cl.CN(C)CCCN=C=NCC. Given the product [NH3:4].[C:43]([CH:46]([NH2:50])[C:47]([N:13]1[CH2:12][CH2:11][CH:10]([NH:9][C:7](=[O:8])[C:6]2[CH:16]=[C:2]([F:1])[CH:3]=[N:4][C:5]=2[O:17][C:18]2[CH:23]=[CH:22][CH:21]=[C:20]([S:24][CH3:25])[CH:19]=2)[CH2:15][CH2:14]1)=[O:48])(=[O:45])[CH3:44], predict the reactants needed to synthesize it. (2) The reactants are: Cl.[OH:2][C@H:3]1[CH2:7][NH:6][C@@H:5]([C:8]([O:10][CH3:11])=[O:9])[CH2:4]1.CCN(CC)CC.[CH3:19][C:20]([O:23][C:24](O[C:24]([O:23][C:20]([CH3:22])([CH3:21])[CH3:19])=[O:25])=[O:25])([CH3:22])[CH3:21]. Given the product [OH:2][C@H:3]1[CH2:7][N:6]([C:24]([O:23][C:20]([CH3:22])([CH3:21])[CH3:19])=[O:25])[C@@H:5]([C:8]([O:10][CH3:11])=[O:9])[CH2:4]1, predict the reactants needed to synthesize it. (3) Given the product [Cl:1][C:2]1[C:10]2[O:9][CH2:8][CH:7]([OH:11])[C:6]=2[C:5]([CH:12]2[C@H:17]([O:18][CH2:19][C:20]3[CH:25]=[CH:24][CH:23]=[CH:22][CH:21]=3)[C@@H:16]([O:26][CH2:27][C:28]3[CH:33]=[CH:32][CH:31]=[CH:30][CH:29]=3)[C@H:15]([O:34][CH2:35][C:36]3[CH:41]=[CH:40][CH:39]=[CH:38][CH:37]=3)[C@@H:14]([CH2:42][O:43][CH2:44][C:45]3[CH:46]=[CH:47][CH:48]=[CH:49][CH:50]=3)[O:13]2)=[CH:4][C:3]=1[CH2:51][C:52]1[CH:57]=[CH:56][C:55]([O:58][CH2:59][CH3:60])=[CH:54][CH:53]=1, predict the reactants needed to synthesize it. The reactants are: [Cl:1][C:2]1[C:10]2[O:9][CH2:8][C:7](=[O:11])[C:6]=2[C:5]([CH:12]2[C@H:17]([O:18][CH2:19][C:20]3[CH:25]=[CH:24][CH:23]=[CH:22][CH:21]=3)[C@@H:16]([O:26][CH2:27][C:28]3[CH:33]=[CH:32][CH:31]=[CH:30][CH:29]=3)[C@H:15]([O:34][CH2:35][C:36]3[CH:41]=[CH:40][CH:39]=[CH:38][CH:37]=3)[C@@H:14]([CH2:42][O:43][CH2:44][C:45]3[CH:50]=[CH:49][CH:48]=[CH:47][CH:46]=3)[O:13]2)=[CH:4][C:3]=1[CH2:51][C:52]1[CH:57]=[CH:56][C:55]([O:58][CH2:59][CH3:60])=[CH:54][CH:53]=1.[BH4-].[Na+]. (4) Given the product [I:16][C:17]1[CH:22]=[CH:21][C:20]([O:23][C:2]2[C:7]([C:8]3[CH:13]=[CH:12][N:11]=[C:10]([NH:14][CH3:15])[N:9]=3)=[CH:6][CH:5]=[CH:4][N:3]=2)=[CH:19][CH:18]=1, predict the reactants needed to synthesize it. The reactants are: Cl[C:2]1[C:7]([C:8]2[CH:13]=[CH:12][N:11]=[C:10]([NH:14][CH3:15])[N:9]=2)=[CH:6][CH:5]=[CH:4][N:3]=1.[I:16][C:17]1[CH:22]=[CH:21][C:20]([OH:23])=[CH:19][CH:18]=1.C(=O)([O-])[O-].[Cs+].[Cs+].CS(C)=O. (5) Given the product [F:1][C:2]1[CH:3]=[C:4]([C:10]2[S:11][C:12]3[CH2:13][N:14]([C:19](=[O:21])[CH3:20])[CH2:15][CH2:16][C:17]=3[N:18]=2)[CH:5]=[CH:6][C:7]=1[O:8][CH3:9], predict the reactants needed to synthesize it. The reactants are: [F:1][C:2]1[CH:3]=[C:4]([C:10]2[S:11][C:12]3[CH2:13][NH:14][CH2:15][CH2:16][C:17]=3[N:18]=2)[CH:5]=[CH:6][C:7]=1[O:8][CH3:9].[C:19](OC(=O)C)(=[O:21])[CH3:20].